This data is from Forward reaction prediction with 1.9M reactions from USPTO patents (1976-2016). The task is: Predict the product of the given reaction. (1) Given the reactants F[C:2](F)(F)[C:3]([N:5]1[CH2:11][CH2:10][C:9]2[CH:12]=[C:13]([C:16]#[N:17])[CH:14]=[CH:15][C:8]=2[CH2:7][CH2:6]1)=O.[C:20](#N)[CH3:21].[OH-].[Na+], predict the reaction product. The product is: [CH:3]1([N:5]2[CH2:11][CH2:10][C:9]3[CH:12]=[C:13]([C:16]#[N:17])[CH:14]=[CH:15][C:8]=3[CH2:7][CH2:6]2)[CH2:21][CH2:20][CH2:2]1. (2) Given the reactants [PH2:1]([O-:3])=[O:2].[NH4+].C[Si](C)(C)[NH:7][Si](C)(C)C.[F:14][C@@H:15]([CH2:25]I)[CH2:16][NH:17][C:18](=[O:24])[O:19][C:20]([CH3:23])([CH3:22])[CH3:21].COC1C=CC2CC3N(C(CC4C=CC=CC=4)C=2C=1OC)CCC1C3=CC(OC)=C(OC)C=1.FC(C)CP(=O)O.[NH4+].[OH-].N, predict the reaction product. The product is: [NH4+:7].[PH2:1](=[O:3])[O:2][CH2:25][C@H:15]([F:14])[CH2:16][NH:17][C:18]([O:19][C:20]([CH3:23])([CH3:22])[CH3:21])=[O:24]. (3) Given the reactants C(N(CC)CC)C.[CH2:8]([N:10]=[C:11]=[O:12])[CH3:9].[Cl:13][C:14]1[CH:19]=[C:18]([C:20]([F:23])([F:22])[F:21])[CH:17]=[C:16]([Cl:24])[C:15]=1[O:25][C:26]1[CH:30]=[C:29]([C:31]([O:33][CH3:34])=[O:32])[NH:28][N:27]=1.Cl, predict the reaction product. The product is: [Cl:24][C:16]1[CH:17]=[C:18]([C:20]([F:23])([F:21])[F:22])[CH:19]=[C:14]([Cl:13])[C:15]=1[O:25][C:26]1[CH:30]=[C:29]([C:31]([O:33][CH3:34])=[O:32])[N:28]([C:11](=[O:12])[NH:10][CH2:8][CH3:9])[N:27]=1. (4) Given the reactants Br[C:2]1[CH:7]=[C:6]([O:8][CH2:9][C:10]([F:13])([F:12])[F:11])[CH:5]=[C:4]([F:14])[CH:3]=1.[Li]CCCC.CN([CH:23]=[O:24])C, predict the reaction product. The product is: [F:14][C:4]1[CH:3]=[C:2]([CH:7]=[C:6]([O:8][CH2:9][C:10]([F:13])([F:12])[F:11])[CH:5]=1)[CH:23]=[O:24]. (5) Given the reactants [N:1]1([S:5]([NH2:8])(=[O:7])=[O:6])[CH2:4][CH2:3][CH2:2]1.[CH:9]1(P(C2CCCCC2)C2C=CC=CC=2C2C(C(C)C)=CC(C(C)C)=CC=2C(C)C)[CH2:14]CCC[CH2:10]1.C(=O)([O-])[O-].[Cs+].[Cs+].Cl[C:50]1[N:55]=[C:54]([S:56][CH2:57][C:58]2[CH:63]=[CH:62][CH:61]=[C:60]([F:64])[C:59]=2[F:65])[N:53]=[C:52]([C@@H]2CCC[C@H]2O)[CH:51]=1.[O:72]1[CH2:77][CH2:76][O:75]CC1, predict the reaction product. The product is: [F:65][C:59]1[C:60]([F:64])=[CH:61][CH:62]=[CH:63][C:58]=1[CH2:57][S:56][C:54]1[N:55]=[C:50]([NH:8][S:5]([N:1]2[CH2:4][CH2:3][CH2:2]2)(=[O:7])=[O:6])[CH:51]=[C:52]([O:72][C@@H:77]2[CH2:14][CH2:9][CH2:10][C@H:76]2[OH:75])[N:53]=1. (6) Given the reactants Br[C:2]1[C:3]([CH3:12])=[C:4]([CH:9]=[CH:10][CH:11]=1)[C:5]([O:7][CH3:8])=[O:6].[CH3:13][C:14]1([CH3:30])[C:18]([CH3:20])([CH3:19])[O:17][B:16]([B:16]2[O:17][C:18]([CH3:20])([CH3:19])[C:14]([CH3:30])([CH3:13])[O:15]2)[O:15]1.C1(P(C2C=CC=CC=2)C2C=CC=CC=2)C=CC=CC=1.C([O-])(=O)C.[K+], predict the reaction product. The product is: [CH3:12][C:3]1[C:2]([B:16]2[O:17][C:18]([CH3:20])([CH3:19])[C:14]([CH3:30])([CH3:13])[O:15]2)=[CH:11][CH:10]=[CH:9][C:4]=1[C:5]([O:7][CH3:8])=[O:6]. (7) Given the reactants [CH2:1]([NH:3][C:4]1[C:21]([O:22][CH3:23])=[N:20][C:7]2[CH2:8][CH2:9][N:10]([C:14](=[O:19])[C:15]([F:18])([F:17])[F:16])[CH2:11][CH:12]([CH3:13])[C:6]=2[CH:5]=1)[CH3:2].C1C(=O)N([Cl:31])C(=O)C1, predict the reaction product. The product is: [Cl:31][C:5]1[C:6]2[CH:12]([CH3:13])[CH2:11][N:10]([C:14](=[O:19])[C:15]([F:17])([F:16])[F:18])[CH2:9][CH2:8][C:7]=2[N:20]=[C:21]([O:22][CH3:23])[C:4]=1[NH:3][CH2:1][CH3:2].